From a dataset of Full USPTO retrosynthesis dataset with 1.9M reactions from patents (1976-2016). Predict the reactants needed to synthesize the given product. (1) Given the product [ClH:15].[Cl:50][C:46]1[CH:45]=[C:44]([CH:49]=[CH:48][CH:47]=1)/[CH:43]=[CH:42]/[C:34]1[N:33]([C:28]2[CH:29]=[CH:30][CH:31]=[CH:32][N:27]=2)[C:37]2[CH:38]=[CH:39][CH:40]=[CH:41][C:36]=2[N:35]=1, predict the reactants needed to synthesize it. The reactants are: N1C=CC=CC=1NC1C=CC=CC=1N.[Cl:15]C1C=C(C=CC=1)/C=C/C(Cl)=O.[N:27]1[CH:32]=[CH:31][CH:30]=[CH:29][C:28]=1[N:33]1[C:37]2[CH:38]=[CH:39][CH:40]=[CH:41][C:36]=2[N:35]=[C:34]1/[CH:42]=[CH:43]/[C:44]1[CH:49]=[CH:48][CH:47]=[CH:46][CH:45]=1.[ClH:50]. (2) Given the product [CH3:26][CH2:25][CH2:24][C:23]1[C:21]([NH:22][NH:50][C:49]2[CH:44]=[CH:45][C:46]([S:51]([OH:54])(=[O:52])=[O:53])=[CH:47][CH:48]=2)=[N:22][C:21](=[CH:23][C:24]2[C:25]([CH:31]=[CH2:32])=[C:26]([CH3:30])[C:27](=[O:28])[N:29]=2)[C:20]=1[CH3:19], predict the reactants needed to synthesize it. The reactants are: CC1C(CCC(O)=O)=C(CC2[NH:22][C:21](/[CH:23]=[C:24]3/[C:25]([CH:31]=[CH2:32])=[C:26]([CH3:30])[C:27]([NH:29]/3)=[O:28])=[C:20](C)[C:19]=2CCC(O)=O)NC=1/C=C1/C(C)=C(C=C)C(N/1)=O.[CH:44]1[C:49]([NH2:50])=[CH:48][CH:47]=[C:46]([S:51]([OH:54])(=[O:53])=[O:52])[CH:45]=1. (3) Given the product [CH2:3]([C:5]1[O:6][C:7]([C:13]2[CH:18]=[CH:17][CH:16]=[CH:15][CH:14]=2)=[C:8]([C:10]([Cl:27])=[O:11])[N:9]=1)[CH3:4], predict the reactants needed to synthesize it. The reactants are: N#N.[CH2:3]([C:5]1[O:6][C:7]([C:13]2[CH:18]=[CH:17][CH:16]=[CH:15][CH:14]=2)=[C:8]([C:10](O)=[O:11])[N:9]=1)[CH3:4].CN(C=O)C.C(Cl)(=O)C([Cl:27])=O. (4) Given the product [C:16]([O:15][C:13]([N:12]1[CH:9]2[CH2:8][CH2:7][CH:6]1[C:5]([CH2:3][OH:2])([CH2:20][CH2:21][CH3:22])[CH2:11][CH2:10]2)=[O:14])([CH3:18])([CH3:19])[CH3:17], predict the reactants needed to synthesize it. The reactants are: C[O:2][C:3]([C:5]1([CH2:20][CH2:21][CH3:22])[CH2:11][CH2:10][CH:9]2[N:12]([C:13]([O:15][C:16]([CH3:19])([CH3:18])[CH3:17])=[O:14])[CH:6]1[CH2:7][CH2:8]2)=O.[H-].[Al+3].[Li+].[H-].[H-].[H-].C(C(C(C([O-])=O)O)O)([O-])=O.[Na+].[K+]. (5) Given the product [C:41]([OH:44])(=[O:43])[CH3:42].[C:55]([OH:58])(=[O:57])[CH3:56].[CH3:31][O:32][C:33]1[C:38]([CH2:39][NH:1][C:2]2[CH:3]=[CH:4][C:5]([C:8]3[C:16]4[C:11](=[N:12][CH:13]=[N:14][C:15]=4[NH2:17])[N:10]([C@H:18]4[CH2:23][CH2:22][C@H:21]([N:24]5[CH2:25][CH2:26][N:27]([CH3:30])[CH2:28][CH2:29]5)[CH2:20][CH2:19]4)[N:9]=3)=[CH:6][CH:7]=2)=[CH:37][CH:36]=[CH:35][N:34]=1, predict the reactants needed to synthesize it. The reactants are: [NH2:1][C:2]1[CH:7]=[CH:6][C:5]([C:8]2[C:16]3[C:11](=[N:12][CH:13]=[N:14][C:15]=3[NH2:17])[N:10]([C@H:18]3[CH2:23][CH2:22][C@H:21]([N:24]4[CH2:29][CH2:28][N:27]([CH3:30])[CH2:26][CH2:25]4)[CH2:20][CH2:19]3)[N:9]=2)=[CH:4][CH:3]=1.[CH3:31][O:32][C:33]1[C:38]([CH:39]=O)=[CH:37][CH:36]=[CH:35][N:34]=1.[C:41]([O:44][BH-]([O:44][C:41](=[O:43])[CH3:42])[O:44][C:41](=[O:43])[CH3:42])(=[O:43])[CH3:42].[Na+].[C:55]([OH:58])(=[O:57])[CH3:56]. (6) Given the product [Cl:30][C:31]1[CH:36]=[CH:35][C:34]([C:37]2[N:42]=[C:41]([NH:43][CH2:46][C:45]3[CH:44]=[CH:2][CH:52]=[CH:51][N:50]=3)[N:40]3[C:53](=[O:58])[N:54]([CH2:56][CH3:57])[N:55]=[C:39]3[C:38]=2[C:59]2[CH:60]=[CH:61][C:62]([Cl:65])=[CH:63][CH:64]=2)=[CH:33][CH:32]=1, predict the reactants needed to synthesize it. The reactants are: Cl[C:2]1N2C(=O)NN=C2C(C2C=CC(Cl)=CC=2)=C(C2C=CC(Cl)=CC=2)N=1.[Cl-].ICC.[Cl:30][C:31]1[CH:36]=[CH:35][C:34]([C:37]2[N:42]=[C:41]([N:43]3[CH2:46][C:45]([NH:50][CH2:51][CH3:52])(C(N)=O)[CH2:44]3)[N:40]3[C:53](=[O:58])[N:54]([CH2:56][CH3:57])[N:55]=[C:39]3[C:38]=2[C:59]2[CH:64]=[CH:63][C:62]([Cl:65])=[CH:61][CH:60]=2)=[CH:33][CH:32]=1.